This data is from Reaction yield outcomes from USPTO patents with 853,638 reactions. The task is: Predict the reaction yield, written as a fraction of the theoretical maximum amount of product (1.0 means a 100% yield; for example, 0.34 means a 34% yield). The reactants are I[C:2]1[CH:7]=[CH:6][CH:5]=[CH:4][N:3]=1.[CH2:8]([N:12]1[CH2:20][C:19]2[C:14](=[CH:15][CH:16]=[CH:17][CH:18]=2)[C:13]1=[O:21])[CH2:9][C:10]#[CH:11]. No catalyst specified. The product is [N:3]1[CH:4]=[CH:5][CH:6]=[CH:7][C:2]=1[C:11]#[C:10][CH2:9][CH2:8][N:12]1[CH2:20][C:19]2[C:14](=[CH:15][CH:16]=[CH:17][CH:18]=2)[C:13]1=[O:21]. The yield is 0.370.